From a dataset of Full USPTO retrosynthesis dataset with 1.9M reactions from patents (1976-2016). Predict the reactants needed to synthesize the given product. (1) Given the product [C:22]([O:21][C:19]([N:16]1[CH2:17][CH2:18][C:13]2([N:12]([CH2:27][C:28]3[CH:29]=[CH:30][CH:31]=[CH:32][CH:33]=3)[C:11](=[O:34])[C:10]3[CH:35]=[C:6](/[CH:5]=[CH:4]/[C:3]([OH:36])=[O:2])[CH:7]=[CH:8][C:9]=3[O:26]2)[CH2:14][CH2:15]1)=[O:20])([CH3:25])([CH3:23])[CH3:24], predict the reactants needed to synthesize it. The reactants are: C[O:2][C:3](=[O:36])/[CH:4]=[CH:5]/[C:6]1[CH:7]=[CH:8][C:9]2[O:26][C:13]3([CH2:18][CH2:17][N:16]([C:19]([O:21][C:22]([CH3:25])([CH3:24])[CH3:23])=[O:20])[CH2:15][CH2:14]3)[N:12]([CH2:27][C:28]3[CH:33]=[CH:32][CH:31]=[CH:30][CH:29]=3)[C:11](=[O:34])[C:10]=2[CH:35]=1.[OH-].[Na+]. (2) Given the product [OH:2][CH2:3][CH:4]1[S:8][C:7]([C:9]2[NH:10][C:11]3[C:16]([CH:17]=2)=[CH:15][C:14]([O:18][CH2:19][CH2:20][O:21][CH3:22])=[CH:13][C:12]=3[N:23]([CH3:33])[S:24]([C:27]2[N:28]([CH3:32])[CH:29]=[CH:30][N:31]=2)(=[O:25])=[O:26])=[N:6][CH2:5]1, predict the reactants needed to synthesize it. The reactants are: C[O:2][CH:3](OC)[CH:4]1[S:8][C:7]([C:9]2[NH:10][C:11]3[C:16]([CH:17]=2)=[CH:15][C:14]([O:18][CH2:19][CH2:20][O:21][CH3:22])=[CH:13][C:12]=3[N:23]([CH3:33])[S:24]([C:27]2[N:28]([CH3:32])[CH:29]=[CH:30][N:31]=2)(=[O:26])=[O:25])=[N:6][CH2:5]1.FC(F)(F)C(O)=O.S(=O)(=O)(O)O.[BH4-].[Na+].